From a dataset of Full USPTO retrosynthesis dataset with 1.9M reactions from patents (1976-2016). Predict the reactants needed to synthesize the given product. (1) Given the product [OH:17][C:8]1[C:7]([N+:10]([O-:12])=[O:11])=[CH:6][CH:5]=[C:4]([O:3][CH3:2])[N:9]=1, predict the reactants needed to synthesize it. The reactants are: N.[CH3:2][O:3][C:4]1[N:9]=[CH:8][C:7]([N+:10]([O-:12])=[O:11])=[CH:6][CH:5]=1.C([O:17]O)(C)(C)C.Cl. (2) Given the product [Cl:31][C:28]1[CH:27]=[CH:26][C:25]([N:24]([CH2:37][CH:34]2[CH2:36][CH2:35]2)[C:21]2[CH:20]=[CH:19][C:18]([C:17]([C:6]3[CH:5]=[C:4]([C:9]([O:10][C:11]4[CH:12]=[CH:13][CH:14]=[CH:15][CH:16]=4)=[CH:8][N:7]=3)[C:3]([OH:2])=[O:33])=[O:32])=[CH:23][CH:22]=2)=[CH:30][CH:29]=1, predict the reactants needed to synthesize it. The reactants are: C[O:2][C:3](=[O:33])[C:4]1[C:9]([O:10][C:11]2[CH:16]=[CH:15][CH:14]=[CH:13][CH:12]=2)=[CH:8][N:7]=[C:6]([C:17](=[O:32])[C:18]2[CH:23]=[CH:22][C:21]([NH:24][C:25]3[CH:30]=[CH:29][C:28]([Cl:31])=[CH:27][CH:26]=3)=[CH:20][CH:19]=2)[CH:5]=1.[CH:34]1([CH2:37]Br)[CH2:36][CH2:35]1. (3) Given the product [F:1][CH2:2][C@@:3]1([C:47]([OH:49])=[O:48])[CH2:8][CH2:7][C:6]([C:9]2[C:10]([CH3:46])([CH3:45])[C@H:11]3[C@:24]([CH3:27])([CH2:25][CH:26]=2)[C@@H:23]2[C@:14]([CH3:44])([C@@:15]4([CH3:43])[C@H:20]([CH2:21][CH2:22]2)[C@H:19]2[C@H:28]([C:31]([CH3:33])=[CH2:32])[CH2:29][CH2:30][C@:18]2([NH:34][CH2:35][CH2:36][CH:37]2[CH2:42][CH2:41][O:40][CH2:39][CH2:38]2)[CH2:17][CH2:16]4)[CH2:13][CH2:12]3)=[CH:5][CH2:4]1, predict the reactants needed to synthesize it. The reactants are: [F:1][CH2:2][C@@:3]1([C:47]([O:49]CC2C=CC=CC=2)=[O:48])[CH2:8][CH2:7][C:6]([C:9]2[C:10]([CH3:46])([CH3:45])[C@H:11]3[C@:24]([CH3:27])([CH2:25][CH:26]=2)[C@@H:23]2[C@:14]([CH3:44])([C@@:15]4([CH3:43])[C@H:20]([CH2:21][CH2:22]2)[C@H:19]2[C@H:28]([C:31]([CH3:33])=[CH2:32])[CH2:29][CH2:30][C@:18]2([NH:34][CH2:35][CH2:36][CH:37]2[CH2:42][CH2:41][O:40][CH2:39][CH2:38]2)[CH2:17][CH2:16]4)[CH2:13][CH2:12]3)=[CH:5][CH2:4]1.N[C@]12CC[C@@H](C(C)=C)[C@@H]1[C@@H]1[C@@](C)(CC2)[C@@]2(C)[C@@H]([C@]3(C)[C@@H](CC2)C(C)(C)C(C2CC[C@@](CF)(C(OCC4C=CC=CC=4)=O)CC=2)=CC3)CC1.BrCCC1CCOCC1.[O-]P([O-])([O-])=O.[K+].[K+].[K+].[Na+].[I-]. (4) Given the product [CH3:53][N:49]([CH:50]1[CH2:51][CH2:60][O:59][CH2:58][CH2:52]1)[C:19](=[O:21])[C:18]1[CH:22]=[CH:23][C:15]([O:14][CH2:13][C:3]2[C:4]([C:7]3[CH:8]=[CH:9][CH:10]=[CH:11][CH:12]=3)=[N:5][O:6][C:2]=2[CH3:1])=[N:16][CH:17]=1, predict the reactants needed to synthesize it. The reactants are: [CH3:1][C:2]1[O:6][N:5]=[C:4]([C:7]2[CH:12]=[CH:11][CH:10]=[CH:9][CH:8]=2)[C:3]=1[CH2:13][O:14][C:15]1[CH:23]=[CH:22][C:18]([C:19]([OH:21])=O)=[CH:17][N:16]=1.F[B-](F)(F)F.N1(OC(N(C)C)=[N+](C)C)C2C=CC=CC=2N=N1.C([N:49]([CH2:53]C)[CH:50]([CH3:52])[CH3:51])(C)C.NC1C[CH2:60][O:59][CH2:58]C1. (5) Given the product [C:1]1([CH:7]([C:8]2[CH:9]=[CH:10][CH:11]=[CH:12][CH:13]=2)[NH:14][C:34]2[C:33]3[N:37]=[CH:38][N:39]([C:32]=3[N:31]=[CH:30][N:35]=2)[C@@H:40]2[O:44][C@H:43]([CH2:45][OH:46])[C@@H:42]([OH:47])[C@H:41]2[OH:48])[CH:6]=[CH:5][CH:4]=[CH:3][CH:2]=1, predict the reactants needed to synthesize it. The reactants are: [C:1]1([CH:7]([NH2:14])[C:8]2[CH:13]=[CH:12][CH:11]=[CH:10][CH:9]=2)[CH:6]=[CH:5][CH:4]=[CH:3][CH:2]=1.Cl.C1(C(N)C2C=CC=CC=2)C=CC=CC=1.[CH:30]1[N:35]=[C:34](Cl)[C:33]2[N:37]=[CH:38][N:39]([C@@H:40]3[O:44][C@H:43]([CH2:45][OH:46])[C@@H:42]([OH:47])[C@H:41]3[OH:48])[C:32]=2[N:31]=1.C(N(CC)CC)C. (6) Given the product [CH2:20]([C:19]([C:16]1[CH:17]=[CH:18][C:13]([C:10]2[CH:11]=[CH:12][C:7]([CH2:6][C:5]([OH:41])=[O:4])=[C:8]([F:40])[CH:9]=2)=[C:14]([CH3:39])[CH:15]=1)([C:22]1[CH:27]=[CH:26][C:25]([CH2:28][CH2:29][C:30]([CH2:31][CH3:32])([OH:33])[CH2:34][CH3:35])=[C:24]([CH3:36])[CH:23]=1)[CH2:37][CH3:38])[CH3:21], predict the reactants needed to synthesize it. The reactants are: [OH-].[Na+].C[O:4][C:5](=[O:41])[CH2:6][C:7]1[CH:12]=[CH:11][C:10]([C:13]2[CH:18]=[CH:17][C:16]([C:19]([CH2:37][CH3:38])([C:22]3[CH:27]=[CH:26][C:25]([CH2:28][CH2:29][C:30]([CH2:34][CH3:35])([OH:33])[CH2:31][CH3:32])=[C:24]([CH3:36])[CH:23]=3)[CH2:20][CH3:21])=[CH:15][C:14]=2[CH3:39])=[CH:9][C:8]=1[F:40].[Cl-].[NH4+]. (7) Given the product [CH3:1][N:2]1[CH:6]=[CH:5][N:4]=[C:3]1[CH2:7][N:8]1[C:16]2[C:11](=[CH:12][CH:13]=[CH:14][CH:15]=2)[CH:10]=[C:9]1[C:17]([NH:42][CH2:41][C:35]1([C:31]2[CH:30]=[N:29][CH:34]=[CH:33][CH:32]=2)[CH2:36][CH2:37][CH2:38][CH2:39][CH2:40]1)=[O:19], predict the reactants needed to synthesize it. The reactants are: [CH3:1][N:2]1[CH:6]=[CH:5][N:4]=[C:3]1[CH2:7][N:8]1[C:16]2[C:11](=[CH:12][CH:13]=[CH:14][CH:15]=2)[CH:10]=[C:9]1[C:17]([OH:19])=O.C(N(C(C)C)CC)(C)C.[N:29]1[CH:34]=[CH:33][CH:32]=[C:31]([C:35]2([CH2:41][NH2:42])[CH2:40][CH2:39][CH2:38][CH2:37][CH2:36]2)[CH:30]=1.CN([P+](ON1N=NC2C=CC=CC1=2)(N(C)C)N(C)C)C.F[P-](F)(F)(F)(F)F. (8) Given the product [OH:1][C:2]1[C:11]([O:12][S:30]([C:29]([F:42])([F:41])[F:28])(=[O:32])=[O:31])=[CH:10][CH:9]=[CH:8][C:3]=1[C:4]([O:6][CH3:7])=[O:5], predict the reactants needed to synthesize it. The reactants are: [OH:1][C:2]1[C:11]([OH:12])=[CH:10][CH:9]=[CH:8][C:3]=1[C:4]([O:6][CH3:7])=[O:5].N1C=CC=CC=1.CN(C1C=CC=CN=1)C.[F:28][C:29]([F:42])([F:41])[S:30](O[S:30]([C:29]([F:42])([F:41])[F:28])(=[O:32])=[O:31])(=[O:32])=[O:31]. (9) Given the product [F:12][C:8]1[CH:7]=[C:6]2[C:11]([C:3](=[CH:2][NH:37][C:34]3[CH:33]=[C:32]([C:26]4[CH:31]=[CH:30][CH:29]=[CH:28][CH:27]=4)[NH:36][N:35]=3)[C:4](=[O:13])[NH:5]2)=[CH:10][CH:9]=1, predict the reactants needed to synthesize it. The reactants are: O/[CH:2]=[C:3]1\[C:4](=[O:13])[NH:5][C:6]2[C:11]\1=[CH:10][CH:9]=[C:8]([F:12])[CH:7]=2.O/C=C1\C(=O)NC2C\1=CC=CC=2.[C:26]1([C:32]2[NH:36][N:35]=[C:34]([NH2:37])[CH:33]=2)[CH:31]=[CH:30][CH:29]=[CH:28][CH:27]=1.NC1C=CNN=1. (10) Given the product [CH3:19][N:20]([CH3:22])[CH:21]=[C:8]([C:9]1[CH:14]=[CH:13][N:12]=[C:11]([CH3:15])[CH:10]=1)[C:7]([C:6]1[CH:5]=[CH:4][O:3][C:2]=1[CH3:1])=[O:16], predict the reactants needed to synthesize it. The reactants are: [CH3:1][C:2]1[O:3][CH:4]=[CH:5][C:6]=1[C:7](=[O:16])[CH2:8][C:9]1[CH:14]=[CH:13][N:12]=[C:11]([CH3:15])[CH:10]=1.CO[CH:19](OC)[N:20]([CH3:22])[CH3:21].